From a dataset of Full USPTO retrosynthesis dataset with 1.9M reactions from patents (1976-2016). Predict the reactants needed to synthesize the given product. (1) Given the product [CH3:36][N:33]1[CH2:34][CH2:35][N:30]([C:27]2[CH:26]=[CH:25][C:24]([NH:22][C:20]3[N:21]=[C:14]4[C:13]([C:10]5[CH:11]=[CH:12][C:7]([S:4]([CH:2]([CH3:1])[CH3:3])(=[O:6])=[O:5])=[CH:8][CH:9]=5)=[CH:18][CH:17]=[CH:16][N:15]4[N:19]=3)=[CH:29][CH:28]=2)[CH2:31][CH2:32]1, predict the reactants needed to synthesize it. The reactants are: [CH3:1][CH:2]([S:4]([C:7]1[CH:12]=[CH:11][C:10]([C:13]2[C:14]3[N:15]([N:19]=[C:20]([NH2:22])[N:21]=3)[CH:16]=[CH:17][CH:18]=2)=[CH:9][CH:8]=1)(=[O:6])=[O:5])[CH3:3].Br[C:24]1[CH:29]=[CH:28][C:27]([N:30]2[CH2:35][CH2:34][N:33]([CH3:36])[CH2:32][CH2:31]2)=[CH:26][CH:25]=1.C1(P(C2CCCCC2)C2C=CC=CC=2C2C=CC=CC=2P(C2CCCCC2)C2CCCCC2)CCCCC1. (2) Given the product [ClH:44].[ClH:44].[NH2:8][C@H:9]([CH2:27][C:28]1[CH:33]=[C:32]([F:34])[C:31]([F:35])=[CH:30][C:29]=1[F:36])[CH2:10][C:11]([N:13]1[CH2:18][CH2:17][N:16]2[C:19]([F:26])=[C:20]([C:22]([F:24])([F:23])[F:25])[N:21]=[C:15]2[CH2:14]1)=[O:12], predict the reactants needed to synthesize it. The reactants are: C(OC([NH:8][C@H:9]([CH2:27][C:28]1[CH:33]=[C:32]([F:34])[C:31]([F:35])=[CH:30][C:29]=1[F:36])[CH2:10][C:11]([N:13]1[CH2:18][CH2:17][N:16]2[C:19]([F:26])=[C:20]([C:22]([F:25])([F:24])[F:23])[N:21]=[C:15]2[CH2:14]1)=[O:12])=O)(C)(C)C.FC(F)(F)C(O)=O.[Cl:44]CCl.